Task: Predict the reactants needed to synthesize the given product.. Dataset: Full USPTO retrosynthesis dataset with 1.9M reactions from patents (1976-2016) (1) Given the product [CH3:12][N:9]1[CH:10]=[CH:11][C:6]([C:4](=[O:5])[CH2:15][CH3:16])=[CH:7][C:8]1=[O:13], predict the reactants needed to synthesize it. The reactants are: CON(C)[C:4]([C:6]1[CH:11]=[CH:10][N:9]([CH3:12])[C:8](=[O:13])[CH:7]=1)=[O:5].[CH2:15]1COC[CH2:16]1. (2) Given the product [C:1]1([CH2:7][CH2:8][CH2:9][CH:10]([NH:20][C:21]([CH:23]2[CH2:28][CH2:27][NH:26][CH2:25][CH2:24]2)=[O:22])[CH2:11][CH2:12][CH2:13][C:14]2[CH:19]=[CH:18][CH:17]=[CH:16][CH:15]=2)[CH:6]=[CH:5][CH:4]=[CH:3][CH:2]=1, predict the reactants needed to synthesize it. The reactants are: [C:1]1([CH2:7][CH2:8][CH2:9][CH:10]([NH:20][C:21]([CH:23]2[CH2:28][CH2:27][N:26](C(OC(C)(C)C)=O)[CH2:25][CH2:24]2)=[O:22])[CH2:11][CH2:12][CH2:13][C:14]2[CH:19]=[CH:18][CH:17]=[CH:16][CH:15]=2)[CH:6]=[CH:5][CH:4]=[CH:3][CH:2]=1.FC(F)(F)C(O)=O. (3) Given the product [CH2:7]1[C:8]2[CH:13]=[CH:12][CH:11]=[CH:10][C:9]=2[CH2:14][CH2:15][NH:23][CH2:6]1, predict the reactants needed to synthesize it. The reactants are: CS(O[CH2:6][CH2:7][C:8]1[CH:13]=[CH:12][CH:11]=[CH:10][C:9]=1[CH2:14][CH2:15]OS(C)(=O)=O)(=O)=O.C(#[N:23])C.[OH-].[NH4+].Cl.